Dataset: NCI-60 drug combinations with 297,098 pairs across 59 cell lines. Task: Regression. Given two drug SMILES strings and cell line genomic features, predict the synergy score measuring deviation from expected non-interaction effect. (1) Drug 1: CC1=CC2C(CCC3(C2CCC3(C(=O)C)OC(=O)C)C)C4(C1=CC(=O)CC4)C. Drug 2: C(CCl)NC(=O)N(CCCl)N=O. Cell line: 786-0. Synergy scores: CSS=3.12, Synergy_ZIP=-1.49, Synergy_Bliss=-2.28, Synergy_Loewe=-6.82, Synergy_HSA=-3.74. (2) Drug 1: C1CCC(C1)C(CC#N)N2C=C(C=N2)C3=C4C=CNC4=NC=N3. Drug 2: C(CCl)NC(=O)N(CCCl)N=O. Cell line: KM12. Synergy scores: CSS=20.6, Synergy_ZIP=-0.903, Synergy_Bliss=-2.23, Synergy_Loewe=-21.9, Synergy_HSA=-2.46. (3) Drug 1: C1CCC(C1)C(CC#N)N2C=C(C=N2)C3=C4C=CNC4=NC=N3. Synergy scores: CSS=-4.05, Synergy_ZIP=0.949, Synergy_Bliss=-1.39, Synergy_Loewe=-3.66, Synergy_HSA=-3.84. Drug 2: CC1=C(C(CCC1)(C)C)C=CC(=CC=CC(=CC(=O)O)C)C. Cell line: NCI/ADR-RES. (4) Drug 1: CC1=C2C(C(=O)C3(C(CC4C(C3C(C(C2(C)C)(CC1OC(=O)C(C(C5=CC=CC=C5)NC(=O)OC(C)(C)C)O)O)OC(=O)C6=CC=CC=C6)(CO4)OC(=O)C)O)C)O. Drug 2: C1C(C(OC1N2C=NC3=C2NC=NCC3O)CO)O. Cell line: TK-10. Synergy scores: CSS=21.3, Synergy_ZIP=-4.00, Synergy_Bliss=-5.81, Synergy_Loewe=-66.1, Synergy_HSA=-6.99. (5) Drug 1: CC12CCC(CC1=CCC3C2CCC4(C3CC=C4C5=CN=CC=C5)C)O. Drug 2: CC1=C(C=C(C=C1)NC(=O)C2=CC=C(C=C2)CN3CCN(CC3)C)NC4=NC=CC(=N4)C5=CN=CC=C5. Cell line: NCI-H226. Synergy scores: CSS=-2.04, Synergy_ZIP=0.517, Synergy_Bliss=-2.35, Synergy_Loewe=-4.37, Synergy_HSA=-4.83. (6) Drug 1: C1=NNC2=C1C(=O)NC=N2. Drug 2: COCCOC1=C(C=C2C(=C1)C(=NC=N2)NC3=CC=CC(=C3)C#C)OCCOC.Cl. Cell line: KM12. Synergy scores: CSS=0.302, Synergy_ZIP=-1.61, Synergy_Bliss=-4.48, Synergy_Loewe=-3.30, Synergy_HSA=-4.57. (7) Cell line: A549. Drug 2: CN1C(=O)N2C=NC(=C2N=N1)C(=O)N. Drug 1: C1C(C(OC1N2C=C(C(=O)NC2=O)F)CO)O. Synergy scores: CSS=34.1, Synergy_ZIP=1.81, Synergy_Bliss=2.56, Synergy_Loewe=-37.1, Synergy_HSA=1.15.